From a dataset of Full USPTO retrosynthesis dataset with 1.9M reactions from patents (1976-2016). Predict the reactants needed to synthesize the given product. (1) Given the product [CH3:1][O:2][C:3]([C:5]1[CH:6]=[C:7]2[C:11](=[CH:12][CH:13]=1)[N:10]([CH2:14][CH:15]([OH:16])[CH2:17][O:44][C:41]1[CH:40]=[CH:39][C:38]([CH2:30][CH2:31][CH2:32][CH2:33][CH2:34][CH2:35][CH2:36][CH3:37])=[CH:43][CH:42]=1)[CH:9]=[C:8]2[C:18](=[O:29])[C:19]1[CH:20]=[CH:21][C:22]([C:25]([O:27][CH3:28])=[O:26])=[CH:23][CH:24]=1)=[O:4], predict the reactants needed to synthesize it. The reactants are: [CH3:1][O:2][C:3]([C:5]1[CH:6]=[C:7]2[C:11](=[CH:12][CH:13]=1)[N:10]([CH2:14][CH:15]1[CH2:17][O:16]1)[CH:9]=[C:8]2[C:18](=[O:29])[C:19]1[CH:24]=[CH:23][C:22]([C:25]([O:27][CH3:28])=[O:26])=[CH:21][CH:20]=1)=[O:4].[CH2:30]([C:38]1[CH:43]=[CH:42][C:41]([OH:44])=[CH:40][CH:39]=1)[CH2:31][CH2:32][CH2:33][CH2:34][CH2:35][CH2:36][CH3:37]. (2) Given the product [N:1]1[CH:6]=[CH:5][C:4]([CH2:7][CH2:8][NH:9][C:10]([C:12]2[S:16][C:15]([C:17]([NH:24][NH2:25])=[O:19])=[CH:14][CH:13]=2)=[O:11])=[CH:3][CH:2]=1, predict the reactants needed to synthesize it. The reactants are: [N:1]1[CH:6]=[CH:5][C:4]([CH2:7][CH2:8][NH:9][C:10]([C:12]2[S:16][C:15]([C:17]([O:19]C)=O)=[CH:14][CH:13]=2)=[O:11])=[CH:3][CH:2]=1.CO.O.[NH2:24][NH2:25]. (3) Given the product [C:17]([C:14]1[CH:15]=[CH:16][C:11]([NH:10][C:8](=[O:9])[C:7]2[CH:21]=[CH:22][C:4]([C:24]3[C:29]([N+:30]([O-:32])=[O:31])=[CH:28][CH:27]=[CH:26][N:25]=3)=[CH:5][CH:6]=2)=[CH:12][CH:13]=1)([CH3:20])([CH3:19])[CH3:18], predict the reactants needed to synthesize it. The reactants are: B([C:4]1[CH:22]=[CH:21][C:7]([C:8]([NH:10][C:11]2[CH:16]=[CH:15][C:14]([C:17]([CH3:20])([CH3:19])[CH3:18])=[CH:13][CH:12]=2)=[O:9])=[CH:6][CH:5]=1)(O)O.Br[C:24]1[C:29]([N+:30]([O-:32])=[O:31])=[CH:28][CH:27]=[CH:26][N:25]=1.C([O-])([O-])=O.[Na+].[Na+]. (4) Given the product [F:35][C:29]1[CH:30]=[C:31]([F:34])[CH:32]=[CH:33][C:28]=1[N:18]([CH2:19][C:20]1[CH:25]=[CH:24][C:23]([O:26][CH3:27])=[CH:22][CH:21]=1)[C:16]([C:13]1[S:12][C:11]([NH:10][C:7]2[CH:6]=[CH:5][C:4]([C:1](=[O:3])/[CH:2]=[CH:50]/[CH2:49][N:44]3[CH2:48][CH2:47][CH2:46][CH2:45]3)=[CH:9][CH:8]=2)=[N:15][CH:14]=1)=[O:17], predict the reactants needed to synthesize it. The reactants are: [C:1]([C:4]1[CH:9]=[CH:8][C:7]([NH:10][C:11]2[S:12][C:13]([C:16]([N:18]([C:28]3[CH:33]=[CH:32][C:31]([F:34])=[CH:30][C:29]=3[F:35])[CH2:19][C:20]3[CH:25]=[CH:24][C:23]([O:26][CH3:27])=[CH:22][CH:21]=3)=[O:17])=[CH:14][N:15]=2)=[CH:6][CH:5]=1)(=[O:3])[CH3:2].[Li+].CC([N-]C(C)C)C.[N:44]1([CH2:49][CH:50]=O)[CH2:48][CH2:47][CH2:46][CH2:45]1.